This data is from Peptide-MHC class I binding affinity with 185,985 pairs from IEDB/IMGT. The task is: Regression. Given a peptide amino acid sequence and an MHC pseudo amino acid sequence, predict their binding affinity value. This is MHC class I binding data. (1) The peptide sequence is ALVSDCAST. The MHC is HLA-A68:02 with pseudo-sequence HLA-A68:02. The binding affinity (normalized) is 0.386. (2) The peptide sequence is YLYNKYSFK. The MHC is HLA-B46:01 with pseudo-sequence HLA-B46:01. The binding affinity (normalized) is 0.0847. (3) The binding affinity (normalized) is 0.0348. The peptide sequence is LFDIPLLTVY. The MHC is HLA-A11:01 with pseudo-sequence HLA-A11:01. (4) The peptide sequence is WLSYFVASFR. The MHC is HLA-A68:01 with pseudo-sequence HLA-A68:01. The binding affinity (normalized) is 1.00. (5) The peptide sequence is REWGWRIPF. The MHC is HLA-B45:06 with pseudo-sequence HLA-B45:06. The binding affinity (normalized) is 0.213.